From a dataset of KCNQ2 potassium channel screen with 302,405 compounds. Binary Classification. Given a drug SMILES string, predict its activity (active/inactive) in a high-throughput screening assay against a specified biological target. The compound is o1c(c(nc1c1ccccc1)CS(=O)CC(O)=O)C. The result is 0 (inactive).